Dataset: Forward reaction prediction with 1.9M reactions from USPTO patents (1976-2016). Task: Predict the product of the given reaction. Given the reactants [CH3:1][NH:2][C:3]1[CH:4]=[N:5][CH:6]=[CH:7][C:8]=1[C:9]1[CH:14]=[CH:13][CH:12]=[CH:11][C:10]=1[CH3:15].[Cl:16][C:17]1[CH:22]=[C:21]([CH3:23])[N:20]=[C:19]([C:24](O)=[O:25])[CH:18]=1, predict the reaction product. The product is: [CH3:1][N:2]([C:3]1[CH:4]=[N:5][CH:6]=[CH:7][C:8]=1[C:9]1[CH:14]=[CH:13][CH:12]=[CH:11][C:10]=1[CH3:15])[C:24]([C:19]1[CH:18]=[C:17]([Cl:16])[CH:22]=[C:21]([CH3:23])[N:20]=1)=[O:25].